This data is from Reaction yield outcomes from USPTO patents with 853,638 reactions. The task is: Predict the reaction yield, written as a fraction of the theoretical maximum amount of product (1.0 means a 100% yield; for example, 0.34 means a 34% yield). (1) The reactants are CN(C)C=O.[F:6][C:7]1[CH:12]=[CH:11][CH:10]=[CH:9][C:8]=1[OH:13].F[C:15]1[CH:22]=[CH:21][C:18]([CH:19]=[O:20])=[CH:17][CH:16]=1.C(=O)([O-])[O-].[K+].[K+]. The catalyst is O. The product is [F:6][C:7]1[CH:12]=[CH:11][CH:10]=[CH:9][C:8]=1[O:13][C:15]1[CH:22]=[CH:21][C:18]([CH:19]=[O:20])=[CH:17][CH:16]=1. The yield is 0.994. (2) The reactants are [Cl-].[Ca+2].[Cl-].[BH4-].[Na+].[CH3:6][N:7]1[C:11]([C:12]([NH:14][C:15]2[CH:16]=[C:17]([CH:38]=[CH:39][C:40]=2[CH3:41])[O:18][C:19]2[CH:20]=[CH:21][C:22]3[N:23]([CH:25]=[C:26]([NH:28][C:29]([CH:31]4[CH2:33][CH:32]4[C:34](OC)=[O:35])=[O:30])[N:27]=3)[N:24]=2)=[O:13])=[CH:10][C:9]([CH3:42])=[N:8]1.[Cl-].[NH4+]. The catalyst is O1CCCC1.C(O)C.C(OCC)(=O)C. The product is [OH:35][CH2:34][CH:32]1[CH2:33][CH:31]1[C:29]([NH:28][C:26]1[N:27]=[C:22]2[CH:21]=[CH:20][C:19]([O:18][C:17]3[CH:38]=[CH:39][C:40]([CH3:41])=[C:15]([NH:14][C:12]([C:11]4[N:7]([CH3:6])[N:8]=[C:9]([CH3:42])[CH:10]=4)=[O:13])[CH:16]=3)=[N:24][N:23]2[CH:25]=1)=[O:30]. The yield is 0.200. (3) The reactants are CC1(C)C(C)(C)OB([C:9]2[CH2:14][CH2:13][CH:12]([O:15][CH2:16][CH:17]3[CH2:22][CH2:21][N:20]([C:23]([O:25][C:26]([CH3:29])([CH3:28])[CH3:27])=[O:24])[CH2:19][CH2:18]3)[CH2:11][CH:10]=2)O1.Br[C:32]1[C:37]([C:38]#[N:39])=[CH:36][N:35]=[CH:34][CH:33]=1.C([O-])([O-])=O.[Na+].[Na+]. The catalyst is CN(C=O)C.C1C=CC([P]([Pd]([P](C2C=CC=CC=2)(C2C=CC=CC=2)C2C=CC=CC=2)([P](C2C=CC=CC=2)(C2C=CC=CC=2)C2C=CC=CC=2)[P](C2C=CC=CC=2)(C2C=CC=CC=2)C2C=CC=CC=2)(C2C=CC=CC=2)C2C=CC=CC=2)=CC=1. The product is [C:38]([C:37]1[CH:36]=[N:35][CH:34]=[CH:33][C:32]=1[C:9]1[CH2:14][CH2:13][CH:12]([O:15][CH2:16][CH:17]2[CH2:22][CH2:21][N:20]([C:23]([O:25][C:26]([CH3:29])([CH3:28])[CH3:27])=[O:24])[CH2:19][CH2:18]2)[CH2:11][CH:10]=1)#[N:39]. The yield is 0.870. (4) The reactants are [Br:1][CH2:2][CH2:3][C:4]([OH:6])=[O:5].BrCCCCCC(O[C:16]([CH3:19])([CH3:18])[CH3:17])=O. The catalyst is C=C(C)C. The product is [C:16]([CH:3]([CH2:2][Br:1])[C:4]([OH:6])=[O:5])([CH3:19])([CH3:18])[CH3:17]. The yield is 0.360. (5) The reactants are [CH3:1][C@@H:2](N1CCCC1)/[CH:3]=[CH:4]\[CH3:5].[Br-].[Li+].[C:13]([O:18][CH2:19][CH3:20])(=[O:17])[C:14]#[C:15][CH3:16].CC[N:23]([CH2:26][CH3:27])[CH2:24][CH3:25]. The catalyst is C1(C)C=CC=CC=1.C(#N)C. The product is [CH2:19]([O:18][C:13](=[O:17])/[CH:14]=[C:15](/[N:23]1[CH2:24][CH2:25][CH2:27][CH2:26]1)\[CH2:16][C@H:4]([CH3:5])/[CH:3]=[CH:2]/[CH3:1])[CH3:20]. The yield is 0.920. (6) The reactants are [OH:1][C:2]1[CH:3]=[C:4]([C:17]([O:19][CH2:20][CH3:21])=[O:18])[CH:5]=[C:6]2[C:10]=1[N:9]([CH:11]1[CH2:16][CH2:15][CH2:14][CH2:13][O:12]1)[N:8]=[CH:7]2.[C:22](=O)([O-])[O-].[K+].[K+].CI. The catalyst is CN(C)C=O.O. The product is [CH3:22][O:1][C:2]1[CH:3]=[C:4]([C:17]([O:19][CH2:20][CH3:21])=[O:18])[CH:5]=[C:6]2[C:10]=1[N:9]([CH:11]1[CH2:16][CH2:15][CH2:14][CH2:13][O:12]1)[N:8]=[CH:7]2. The yield is 1.00.